This data is from Reaction yield outcomes from USPTO patents with 853,638 reactions. The task is: Predict the reaction yield, written as a fraction of the theoretical maximum amount of product (1.0 means a 100% yield; for example, 0.34 means a 34% yield). (1) The reactants are Br[C:2]1[CH:12]=[CH:11][C:5]([O:6][CH:7]2[CH2:10][O:9][CH2:8]2)=[CH:4][CH:3]=1.[CH3:13][C:14]1([CH3:28])[CH2:19][O:18][B:17]([B:17]2[O:18][CH2:19][C:14]([CH3:28])([CH3:13])[CH2:15][O:16]2)[O:16][CH2:15]1.CC([O-])=O.[K+].C(OCC)(=O)C. The catalyst is O1CCOCC1.C1C=CC(P(C2C=CC=CC=2)[C-]2C=CC=C2)=CC=1.C1C=CC(P(C2C=CC=CC=2)[C-]2C=CC=C2)=CC=1.Cl[Pd]Cl.[Fe+2]. The product is [CH3:13][C:14]1([CH3:28])[CH2:19][O:18][B:17]([C:2]2[CH:12]=[CH:11][C:5]([O:6][CH:7]3[CH2:10][O:9][CH2:8]3)=[CH:4][CH:3]=2)[O:16][CH2:15]1. The yield is 0.300. (2) The reactants are [Cl:1][C:2]1[CH:10]=[C:6]([C:7]([OH:9])=O)[C:5]([OH:11])=[CH:4][CH:3]=1.[Cl:12][C:13]1[CH:19]=[CH:18][C:17]([C:20]([F:23])([F:22])[F:21])=[CH:16][C:14]=1[NH2:15]. No catalyst specified. The product is [Cl:1][C:2]1[CH:3]=[CH:4][C:5]([OH:11])=[C:6]([CH:10]=1)[C:7]([NH:15][C:14]1[CH:16]=[C:17]([C:20]([F:21])([F:22])[F:23])[CH:18]=[CH:19][C:13]=1[Cl:12])=[O:9]. The yield is 0.491. (3) The reactants are Br[C:2]1[CH:3]=[C:4]([C:8]([NH2:10])=[O:9])[N:5]([CH3:7])[CH:6]=1.[C:11]([C:15]1[CH:16]=[C:17]2[C:22](=[CH:23][CH:24]=1)[C:21](=[O:25])[N:20]([C:26]1[CH:36]=[CH:35][CH:34]=[C:33](B3OC(C)(C)C(C)(C)O3)[C:27]=1[CH2:28][O:29]C(=O)C)[N:19]=[CH:18]2)([CH3:14])([CH3:13])[CH3:12]. No catalyst specified. The product is [C:11]([C:15]1[CH:16]=[C:17]2[C:22](=[CH:23][CH:24]=1)[C:21](=[O:25])[N:20]([C:26]1[C:27]([CH2:28][OH:29])=[C:33]([C:2]3[CH:3]=[C:4]([C:8]([NH2:10])=[O:9])[N:5]([CH3:7])[CH:6]=3)[CH:34]=[CH:35][CH:36]=1)[N:19]=[CH:18]2)([CH3:14])([CH3:12])[CH3:13]. The yield is 0.200.